Dataset: Catalyst prediction with 721,799 reactions and 888 catalyst types from USPTO. Task: Predict which catalyst facilitates the given reaction. (1) Reactant: [CH3:1][N:2]1[C:6]2[CH:7]=[CH:8][C:9]([N:11]3[CH:16]=[C:15]([C:17]([O:19]CC)=[O:18])[C:14](=[O:22])[N:13]([CH:23]4[C:31]5[C:26](=[C:27]([C:32]([F:35])([F:34])[F:33])[CH:28]=[CH:29][CH:30]=5)[CH2:25][CH2:24]4)[C:12]3=[O:36])=[CH:10][C:5]=2[N:4]([CH3:37])[C:3]1=[O:38].C(=O)([O-])O.[Na+].Cl. Product: [CH3:1][N:2]1[C:6]2[CH:7]=[CH:8][C:9]([N:11]3[CH:16]=[C:15]([C:17]([OH:19])=[O:18])[C:14](=[O:22])[N:13]([CH:23]4[C:31]5[C:26](=[C:27]([C:32]([F:35])([F:34])[F:33])[CH:28]=[CH:29][CH:30]=5)[CH2:25][CH2:24]4)[C:12]3=[O:36])=[CH:10][C:5]=2[N:4]([CH3:37])[C:3]1=[O:38]. The catalyst class is: 47. (2) Reactant: [NH:1]1[C:9]2[C:4](=[CH:5][C:6]([C:10]3[O:14][N:13]=[C:12]([C:15]([OH:17])=O)[CH:11]=3)=[CH:7][CH:8]=2)[CH:3]=[N:2]1.CN(C(ON1N=NC2C=CC=NC1=2)=[N+](C)C)C.F[P-](F)(F)(F)(F)F.[C:42]1([C@@H:48]([NH2:50])[CH3:49])[CH:47]=[CH:46][CH:45]=[CH:44][CH:43]=1.C(N(C(C)C)CC)(C)C. Product: [NH:1]1[C:9]2[C:4](=[CH:5][C:6]([C:10]3[O:14][N:13]=[C:12]([C:15]([NH:50][C@H:48]([C:42]4[CH:47]=[CH:46][CH:45]=[CH:44][CH:43]=4)[CH3:49])=[O:17])[CH:11]=3)=[CH:7][CH:8]=2)[CH:3]=[N:2]1. The catalyst class is: 9. (3) Reactant: CS(O[CH2:6][CH2:7][C:8]1([NH:11][C:12]([O:14][C:15]([CH3:18])([CH3:17])[CH3:16])=[O:13])[CH2:10][CH2:9]1)(=O)=O.[C:19]1(=[O:29])[C:27]2[C:22](=[CH:23][CH:24]=[CH:25][CH:26]=2)[C:21](=[O:28])[NH:20]1.[K]. Product: [O:29]=[C:19]1[C:27]2[C:22](=[CH:23][CH:24]=[CH:25][CH:26]=2)[C:21](=[O:28])[N:20]1[CH2:6][CH2:7][C:8]1([NH:11][C:12](=[O:13])[O:14][C:15]([CH3:18])([CH3:17])[CH3:16])[CH2:10][CH2:9]1. The catalyst class is: 9. (4) Reactant: Cl.[CH3:2][C@H:3]1[O:8][C@@H:7]([C:9]([F:12])([F:11])[F:10])[CH2:6][NH:5][CH2:4]1.C([O-])([O-])=O.[K+].[K+].Br[CH2:20][C:21]1[CH:30]=[C:29]2[C:24]([C:25]([Cl:33])=[CH:26][C:27]([C:31]#[N:32])=[N:28]2)=[CH:23][CH:22]=1. Product: [Cl:33][C:25]1[C:24]2[C:29](=[CH:30][C:21]([CH2:20][N:5]3[CH2:6][C@H:7]([C:9]([F:10])([F:12])[F:11])[O:8][C@H:3]([CH3:2])[CH2:4]3)=[CH:22][CH:23]=2)[N:28]=[C:27]([C:31]#[N:32])[CH:26]=1. The catalyst class is: 144. (5) Reactant: Br[C:2]1[CH:3]=[CH:4][C:5]2[O:9][C:8](=[O:10])[N:7]([CH2:11][C:12]([N:14]([CH3:21])[C:15]3[CH:20]=[CH:19][CH:18]=[CH:17][CH:16]=3)=[O:13])[C:6]=2[CH:22]=1. Product: [CH3:21][N:14]([C:15]1[CH:20]=[CH:19][CH:18]=[CH:17][CH:16]=1)[C:12](=[O:13])[CH2:11][N:7]1[C:6]2[CH:22]=[CH:2][CH:3]=[CH:4][C:5]=2[O:9][C:8]1=[O:10]. The catalyst class is: 43.